Dataset: Forward reaction prediction with 1.9M reactions from USPTO patents (1976-2016). Task: Predict the product of the given reaction. (1) Given the reactants [CH3:1][O-:2].[Na+].[Br:4][C:5]1[CH:10]=[C:9](F)[CH:8]=[CH:7][C:6]=1[C:12]([C:14]1[CH:19]=[CH:18][C:17]([CH2:20][CH3:21])=[CH:16][CH:15]=1)=[O:13].O, predict the reaction product. The product is: [Br:4][C:5]1[CH:10]=[C:9]([O:2][CH3:1])[CH:8]=[CH:7][C:6]=1[C:12]([C:14]1[CH:19]=[CH:18][C:17]([CH2:20][CH3:21])=[CH:16][CH:15]=1)=[O:13]. (2) The product is: [CH2:20]([NH:19][C:14]1[C:13]([C:11]([C:6]2[C:5]3[C:9](=[CH:10][C:2]([F:35])=[CH:3][CH:4]=3)[NH:8][CH:7]=2)=[O:12])=[CH:18][CH:17]=[CH:16][N:15]=1)[C:21]1[CH:26]=[CH:34][CH:24]=[CH:23][CH:22]=1. Given the reactants Cl[C:2]1[CH:10]=[C:9]2[C:5]([C:6]([C:11]([C:13]3[C:14]([NH:19][CH:20]4[CH2:24][CH2:23][CH2:22][CH2:21]4)=[N:15][CH:16]=[CH:17][CH:18]=3)=[O:12])=[CH:7][NH:8]2)=[CH:4][CH:3]=1.Cl[C:26]1[CH:34]=C2C(C=CN2)=CC=1.[F:35]C1C=C2C(C=CN2)=CC=1.C1(N)CCCC1.C(N)C1C=CC=CC=1, predict the reaction product. (3) Given the reactants [CH3:1][N:2]1[C:13](=[O:14])[CH2:12][CH2:11][CH:10]=[CH:9][CH2:8][C@@H:7]([CH2:15][C:16]([O:18]C(C)(C)C)=[O:17])[C:6](=[O:23])[O:5][CH2:4][C@H:3]1[C:24]1[CH:29]=[CH:28][CH:27]=[CH:26][CH:25]=1.FC(F)(F)C(O)=O, predict the reaction product. The product is: [CH3:1][N:2]1[C:13](=[O:14])[CH2:12][CH2:11][CH:10]=[CH:9][CH2:8][C@@H:7]([CH2:15][C:16]([OH:18])=[O:17])[C:6](=[O:23])[O:5][CH2:4][C@H:3]1[C:24]1[CH:25]=[CH:26][CH:27]=[CH:28][CH:29]=1.